This data is from Retrosynthesis with 50K atom-mapped reactions and 10 reaction types from USPTO. The task is: Predict the reactants needed to synthesize the given product. (1) Given the product CS(=O)(=O)c1ccc(-c2cccn3nc(Nc4cnn(C5CCNCC5)c4)nc23)cc1, predict the reactants needed to synthesize it. The reactants are: CC(C)(C)OC(=O)N1CCC(n2cc(Nc3nc4c(-c5ccc(S(C)(=O)=O)cc5)cccn4n3)cn2)CC1. (2) Given the product C[Si](C)(C)C#Cc1cnc2c([N+](=O)[O-])cccc2c1, predict the reactants needed to synthesize it. The reactants are: C#C[Si](C)(C)C.O=[N+]([O-])c1cccc2cc(Br)cnc12.